Predict the reaction yield, written as a fraction of the theoretical maximum amount of product (1.0 means a 100% yield; for example, 0.34 means a 34% yield). From a dataset of Reaction yield outcomes from USPTO patents with 853,638 reactions. (1) The reactants are [C:1]1([CH2:7][C@@H:8]2[CH2:12][O:11][C:10](=[O:13])[NH:9]2)[CH:6]=[CH:5][CH:4]=[CH:3][CH:2]=1.[Li]CCCC.[C:19](Cl)(=[O:24])[CH2:20][CH2:21][CH:22]=[CH2:23]. The catalyst is C1COCC1.O. The product is [CH2:7]([C@@H:8]1[CH2:12][O:11][C:10](=[O:13])[N:9]1[C:19](=[O:24])[CH2:20][CH2:21][CH:22]=[CH2:23])[C:1]1[CH:2]=[CH:3][CH:4]=[CH:5][CH:6]=1. The yield is 0.930. (2) The reactants are [CH3:1][NH:2][C@@H:3]1[C:11]2[C:6](=[CH:7][CH:8]=[CH:9][CH:10]=2)[CH2:5][CH2:4]1.C([NH:31][S:32](=[O:56])(=[O:55])[O:33][CH2:34][C@@H:35]1[C@@H:42]2[C@@H:38]([O:39]C(C)(C)[O:41]2)[C@H:37]([N:45]2[CH:53]=[N:52][C:51]3[C:46]2=[N:47][CH:48]=[N:49][C:50]=3Cl)[O:36]1)(C1C=CC=CC=1)(C1C=CC=CC=1)C1C=CC=CC=1.CCN(C(C)C)C(C)C. The catalyst is C(O)C. The product is [S:32](=[O:56])(=[O:55])([O:33][CH2:34][C@@H:35]1[C@@H:42]([OH:41])[C@@H:38]([OH:39])[C@H:37]([N:45]2[CH:53]=[N:52][C:51]3[C:46]2=[N:47][CH:48]=[N:49][C:50]=3[N:2]([C@@H:3]2[C:11]3[C:6](=[CH:7][CH:8]=[CH:9][CH:10]=3)[CH2:5][CH2:4]2)[CH3:1])[O:36]1)[NH2:31]. The yield is 0.550. (3) The reactants are C([C@H:4]1[CH2:8][O:7][C:6](=[O:9])[NH:5]1)(C)C.Cl[C:11]1[CH:16]=[CH:15][N:14]2[N:17]=[CH:18][CH:19]=[C:13]2[N:12]=1.Br[C:21]1C=NN2C=CC(Cl)=NC=12. No catalyst specified. The product is [CH3:21][CH:8]1[O:7][C:6](=[O:9])[N:5]([C:11]2[CH:16]=[CH:15][N:14]3[N:17]=[CH:18][CH:19]=[C:13]3[N:12]=2)[CH2:4]1. The yield is 0.480. (4) The yield is 0.790. The reactants are [CH2:1]([O:8][N:9]1[C:15](=[O:16])[N:14]2[CH2:17][C@H:10]1[CH2:11][CH2:12][C@H:13]2[C:18]([NH:20]/[C:21](=[N:23]\[OH:24])/[CH3:22])=O)[C:2]1[CH:7]=[CH:6][CH:5]=[CH:4][CH:3]=1. The product is [CH2:1]([O:8][N:9]1[C:15](=[O:16])[N:14]2[CH2:17][C@H:10]1[CH2:11][CH2:12][C@H:13]2[C:18]1[O:24][N:23]=[C:21]([CH3:22])[N:20]=1)[C:2]1[CH:7]=[CH:6][CH:5]=[CH:4][CH:3]=1. The catalyst is CN(C=O)C. (5) The reactants are [NH:1]1[C:9]2[C:4](=[CH:5][C:6]([C:10]3[N:14]=[C:13]([C:15]4[S:16][C:17]([C:26]([F:29])([F:28])[F:27])=[C:18]([C:20]5[CH:25]=[CH:24][CH:23]=[CH:22][CH:21]=5)[CH:19]=4)[O:12][N:11]=3)=[CH:7][CH:8]=2)[CH:3]=[CH:2]1.C([BH3-])#N.[Na+].[OH-].[Na+]. The catalyst is C(O)(=O)C. The product is [NH:1]1[C:9]2[C:4](=[CH:5][C:6]([C:10]3[N:14]=[C:13]([C:15]4[S:16][C:17]([C:26]([F:27])([F:28])[F:29])=[C:18]([C:20]5[CH:25]=[CH:24][CH:23]=[CH:22][CH:21]=5)[CH:19]=4)[O:12][N:11]=3)=[CH:7][CH:8]=2)[CH2:3][CH2:2]1. The yield is 0.843. (6) The reactants are [Si:1]([O:8][CH2:9][C@@H:10]1[CH2:14][C:13](/[CH:15]=[CH:16]/[CH3:17])=[CH:12][N:11]1[C:18]([C:20]1[CH:25]=[C:24]([O:26][CH3:27])[C:23]([O:28][Si:29]([CH:36]([CH3:38])[CH3:37])([CH:33]([CH3:35])[CH3:34])[CH:30]([CH3:32])[CH3:31])=[CH:22][C:21]=1[N+:39]([O-])=O)=[O:19])([C:4]([CH3:7])([CH3:6])[CH3:5])([CH3:3])[CH3:2]. The catalyst is [Zn].C(O)=O.C(O)C. The product is [NH2:39][C:21]1[CH:22]=[C:23]([O:28][Si:29]([CH:33]([CH3:34])[CH3:35])([CH:36]([CH3:38])[CH3:37])[CH:30]([CH3:32])[CH3:31])[C:24]([O:26][CH3:27])=[CH:25][C:20]=1[C:18]([N:11]1[CH:12]=[C:13](/[CH:15]=[CH:16]/[CH3:17])[CH2:14][C@H:10]1[CH2:9][O:8][Si:1]([C:4]([CH3:7])([CH3:6])[CH3:5])([CH3:2])[CH3:3])=[O:19]. The yield is 0.690. (7) The reactants are [CH3:1][O:2][C:3]1[CH:8]=[CH:7][C:6]([NH:9][C:10]2[C:19]3[C:14](=[CH:15][CH:16]=[CH:17][CH:18]=3)[N:13]=[C:12]([CH3:20])[N:11]=2)=[CH:5][CH:4]=1.[F:21][CH:22]([F:24])Cl.C(=O)([O-])[O-].[Cs+].[Cs+]. The catalyst is CN(C)C=O.C(OCC)(=O)C. The product is [F:21][CH:22]([N:9]([C:6]1[CH:5]=[CH:4][C:3]([O:2][CH3:1])=[CH:8][CH:7]=1)[C:10]1[C:19]2[C:14](=[CH:15][CH:16]=[CH:17][CH:18]=2)[N:13]=[C:12]([CH3:20])[N:11]=1)[F:24]. The yield is 0.320. (8) The catalyst is [Pd]. The reactants are [F:1][C:2]1[CH:7]=[CH:6][CH:5]=[C:4]([F:8])[C:3]=1/[CH:9]=[CH:10]/[C:11]([O:13][CH2:14][CH3:15])=[O:12].C(O)C.[H][H]. The yield is 0.960. The product is [F:1][C:2]1[CH:7]=[CH:6][CH:5]=[C:4]([F:8])[C:3]=1[CH2:9][CH2:10][C:11]([O:13][CH2:14][CH3:15])=[O:12]. (9) The reactants are [CH3:1][C:2]1([CH3:16])[O:6][B:5]([C:7]2[CH:12]=[CH:11][C:10]([OH:13])=[CH:9][CH:8]=2)[O:4][C:3]1([CH3:15])[CH3:14].[F:17][C:18]1[CH:19]=[C:20](B(O)O)[CH:21]=[CH:22][CH:23]=1.C(N(CC)CC)C. The catalyst is ClCCl. The product is [F:17][C:18]1[CH:23]=[C:22]([CH:21]=[CH:20][CH:19]=1)[O:13][C:10]1[CH:11]=[CH:12][C:7]([B:5]2[O:4][C:3]([CH3:15])([CH3:14])[C:2]([CH3:16])([CH3:1])[O:6]2)=[CH:8][CH:9]=1. The yield is 0.250. (10) The reactants are C[O:2][C:3](=[O:32])[CH2:4][N:5]1[C:13]2[C:8](=[CH:9][C:10]([O:14][CH2:15][C:16]3[C:20]([CH3:21])=[C:19]([C:22]4[CH:27]=[CH:26][C:25]([C:28]([F:31])([F:30])[F:29])=[CH:24][CH:23]=4)[O:18][N:17]=3)=[CH:11][CH:12]=2)[CH:7]=[CH:6]1.CO.[OH-].[Na+].Cl. The catalyst is O1CCCC1.O. The product is [CH3:21][C:20]1[C:16]([CH2:15][O:14][C:10]2[CH:9]=[C:8]3[C:13](=[CH:12][CH:11]=2)[N:5]([CH2:4][C:3]([OH:32])=[O:2])[CH:6]=[CH:7]3)=[N:17][O:18][C:19]=1[C:22]1[CH:27]=[CH:26][C:25]([C:28]([F:31])([F:29])[F:30])=[CH:24][CH:23]=1. The yield is 0.870.